Task: Regression. Given a peptide amino acid sequence and an MHC pseudo amino acid sequence, predict their binding affinity value. This is MHC class I binding data.. Dataset: Peptide-MHC class I binding affinity with 185,985 pairs from IEDB/IMGT (1) The peptide sequence is KPNTWCLRCL. The MHC is HLA-B51:01 with pseudo-sequence HLA-B51:01. The binding affinity (normalized) is 0. (2) The peptide sequence is ILVALSTVI. The MHC is H-2-Kd with pseudo-sequence H-2-Kd. The binding affinity (normalized) is 0.417. (3) The peptide sequence is RTTLWCDVR. The MHC is HLA-B58:01 with pseudo-sequence HLA-B58:01. The binding affinity (normalized) is 0.0847. (4) The peptide sequence is WAIQCYTGV. The MHC is HLA-B15:17 with pseudo-sequence HLA-B15:17. The binding affinity (normalized) is 0.0847.